Dataset: Forward reaction prediction with 1.9M reactions from USPTO patents (1976-2016). Task: Predict the product of the given reaction. (1) Given the reactants [C:1]([N:8]1[CH2:13][CH2:12][CH:11]([NH2:14])[CH2:10][CH2:9]1)([O:3][C:4]([CH3:7])([CH3:6])[CH3:5])=[O:2].Cl[C:16]1[N:21]=[CH:20][CH:19]=[CH:18][N:17]=1.C(N(C(C)C)CC)(C)C, predict the reaction product. The product is: [C:4]([O:3][C:1]([N:8]1[CH2:13][CH2:12][CH:11]([NH:14][C:16]2[N:21]=[CH:20][CH:19]=[CH:18][N:17]=2)[CH2:10][CH2:9]1)=[O:2])([CH3:7])([CH3:6])[CH3:5]. (2) Given the reactants [N:1]1[CH:6]=[CH:5][CH:4]=[CH:3][C:2]=1[CH2:7][N:8]1[CH2:13][CH2:12][C:11](=O)[CH2:10][CH2:9]1.Cl.[NH2:16][OH:17], predict the reaction product. The product is: [N:1]1[CH:6]=[CH:5][CH:4]=[CH:3][C:2]=1[CH2:7][N:8]1[CH2:13][CH2:12][C:11](=[N:16][OH:17])[CH2:10][CH2:9]1. (3) Given the reactants [F:1][C:2]1[CH:7]=[CH:6][C:5]([S:8]([NH:11][CH:12]([CH2:15][CH3:16])[CH2:13][CH3:14])(=[O:10])=[O:9])=[CH:4][CH:3]=1.Br[CH2:18][C:19]1[CH:26]=[CH:25][C:22]([C:23]#[N:24])=[CH:21][C:20]=1[F:27].C([O-])([O-])=O.[K+].[K+], predict the reaction product. The product is: [C:23]([C:22]1[CH:25]=[CH:26][C:19]([CH2:18][N:11]([CH:12]([CH2:15][CH3:16])[CH2:13][CH3:14])[S:8]([C:5]2[CH:4]=[CH:3][C:2]([F:1])=[CH:7][CH:6]=2)(=[O:10])=[O:9])=[C:20]([F:27])[CH:21]=1)#[N:24]. (4) Given the reactants CC([O-])(C)C.[K+].C(C1C=CC=CC=1)(=O)C.C(C1C=CC=CC=1)(=O)C1C=CC=CC=1.C1C=CC(CCO)=CC=1.C(O)(C1C=CC=CC=1)C1C=CC=CC=1.[C:53]([CH:57]1[CH2:62][CH2:61][C:60](=[O:63])[CH2:59][CH2:58]1)([CH3:56])([CH3:55])[CH3:54], predict the reaction product. The product is: [C:53]([C@@H:57]1[CH2:58][CH2:59][C@H:60]([OH:63])[CH2:61][CH2:62]1)([CH3:56])([CH3:54])[CH3:55]. (5) Given the reactants C1C=CC(N([S:8]([C:11]([F:14])([F:13])[F:12])(=[O:10])=[O:9])[S:8]([C:11]([F:14])([F:13])[F:12])(=[O:10])=[O:9])=CC=1.C(N(CC)CC)C.[CH3:29][O:30][C:31](=[O:58])[CH2:32][C:33]1[CH:34]=[N:35][CH:36]=[C:37]([C:39]2[CH:44]=[CH:43][C:42]([C:45]([CH2:56][CH3:57])([C:48]3[CH:53]=[CH:52][C:51]([OH:54])=[C:50]([CH3:55])[CH:49]=3)[CH2:46][CH3:47])=[CH:41][CH:40]=2)[CH:38]=1, predict the reaction product. The product is: [CH3:29][O:30][C:31](=[O:58])[CH2:32][C:33]1[CH:34]=[N:35][CH:36]=[C:37]([C:39]2[CH:40]=[CH:41][C:42]([C:45]([CH2:56][CH3:57])([C:48]3[CH:53]=[CH:52][C:51]([O:54][S:8]([C:11]([F:14])([F:13])[F:12])(=[O:10])=[O:9])=[C:50]([CH3:55])[CH:49]=3)[CH2:46][CH3:47])=[CH:43][CH:44]=2)[CH:38]=1. (6) Given the reactants [F:1][C:2]([F:17])([F:16])[C:3]1[CH:4]=[C:5]([CH:9]=[C:10]([C:12]([F:15])([F:14])[F:13])[CH:11]=1)[C:6](O)=[O:7].S(Cl)([Cl:20])=O, predict the reaction product. The product is: [F:1][C:2]([F:17])([F:16])[C:3]1[CH:4]=[C:5]([CH:9]=[C:10]([C:12]([F:15])([F:14])[F:13])[CH:11]=1)[C:6]([Cl:20])=[O:7].